This data is from Catalyst prediction with 721,799 reactions and 888 catalyst types from USPTO. The task is: Predict which catalyst facilitates the given reaction. (1) Reactant: [CH3:1][O:2][C:3]1[CH:16]=[CH:15][C:6]2[C:7]([CH2:10][C:11]([O:13][CH3:14])=[O:12])=[N:8][O:9][C:5]=2[CH:4]=1.[H-].[Na+].[CH3:19]I.O. The catalyst class is: 1. Product: [CH3:1][O:2][C:3]1[CH:16]=[CH:15][C:6]2[C:7]([CH:10]([CH3:19])[C:11]([O:13][CH3:14])=[O:12])=[N:8][O:9][C:5]=2[CH:4]=1. (2) Reactant: [NH2:1][CH:2]([C:4]1[CH:5]=[C:6]([N:10]2[CH2:15][CH2:14][O:13][C@H:12]([CH2:16][OH:17])[CH2:11]2)[CH:7]=[CH:8][CH:9]=1)[CH3:3].[C:18](O)(=[O:27])[CH:19]=[CH:20][C:21]1[CH:26]=[CH:25][CH:24]=[CH:23][CH:22]=1.C(Cl)CCl.C(N(CC)CC)C. Product: [OH:17][CH2:16][CH:12]1[O:13][CH2:14][CH2:15][N:10]([C:6]2[CH:5]=[C:4]([C@@H:2]([NH:1][C:18](=[O:27])[CH:19]=[CH:20][C:21]3[CH:26]=[CH:25][CH:24]=[CH:23][CH:22]=3)[CH3:3])[CH:9]=[CH:8][CH:7]=2)[CH2:11]1. The catalyst class is: 166. (3) Reactant: [CH3:1][O:2][C:3]1[CH:8]=[C:7]([CH2:9][CH2:10][CH2:11][CH2:12][CH3:13])[CH:6]=[C:5]([O:14][CH3:15])[C:4]=1B1OC(C)(C)C(C)(C)O1.[CH3:25][O:26][C:27]([C@@:29]12[C:35]([CH3:37])([CH3:36])[C@@H:32]([CH2:33][CH2:34]1)[CH:31]=[C:30]2OS(C(F)(F)F)(=O)=O)=[O:28]. Product: [CH3:25][O:26][C:27]([C@@:29]12[C:35]([CH3:37])([CH3:36])[C@@H:32]([CH2:33][CH2:34]1)[CH:31]=[C:30]2[C:4]1[C:5]([O:14][CH3:15])=[CH:6][C:7]([CH2:9][CH2:10][CH2:11][CH2:12][CH3:13])=[CH:8][C:3]=1[O:2][CH3:1])=[O:28]. The catalyst class is: 73. (4) Reactant: Br[C:2]1[CH:3]=[C:4]([N:8]2[CH:12]([C:13]3[CH:18]=[CH:17][C:16]([F:19])=[CH:15][C:14]=3[F:20])[CH2:11][C:10]([C:21]([F:27])([F:26])[C:22]([F:25])([F:24])[F:23])=[N:9]2)[CH:5]=[CH:6][CH:7]=1.[C:28]([N:35]1[CH2:40][CH2:39][NH:38][CH2:37][CH2:36]1)([O:30][C:31]([CH3:34])([CH3:33])[CH3:32])=[O:29].C1C=CC(P(C2C(C3C(P(C4C=CC=CC=4)C4C=CC=CC=4)=CC=C4C=3C=CC=C4)=C3C(C=CC=C3)=CC=2)C2C=CC=CC=2)=CC=1.CC(C)([O-])C.[Na+]. Product: [C:28]([N:35]1[CH2:36][CH2:37][N:38]([C:2]2[CH:3]=[C:4]([N:8]3[CH:12]([C:13]4[CH:18]=[CH:17][C:16]([F:19])=[CH:15][C:14]=4[F:20])[CH2:11][C:10]([C:21]([F:27])([F:26])[C:22]([F:25])([F:24])[F:23])=[N:9]3)[CH:5]=[CH:6][CH:7]=2)[CH2:39][CH2:40]1)([O:30][C:31]([CH3:34])([CH3:33])[CH3:32])=[O:29]. The catalyst class is: 187. (5) Reactant: [CH3:1][O:2][C:3]([C:5]1[C:13]2[C:8](=[N:9][CH:10]=[C:11](Br)[N:12]=2)[N:7]([CH2:15][O:16][CH2:17][CH2:18][Si:19]([CH3:22])([CH3:21])[CH3:20])[CH:6]=1)=[O:4].[Br-].[N:24]1[CH:29]=[CH:28][CH:27]=[CH:26][C:25]=1[Zn+]. Product: [CH3:1][O:2][C:3]([C:5]1[C:13]2[C:8](=[N:9][CH:10]=[C:11]([C:25]3[CH:26]=[CH:27][CH:28]=[CH:29][N:24]=3)[N:12]=2)[N:7]([CH2:15][O:16][CH2:17][CH2:18][Si:19]([CH3:22])([CH3:21])[CH3:20])[CH:6]=1)=[O:4]. The catalyst class is: 176.